From a dataset of Catalyst prediction with 721,799 reactions and 888 catalyst types from USPTO. Predict which catalyst facilitates the given reaction. (1) Reactant: COC([CH:5]1[CH:11]([CH3:12])[C:10](=[O:13])[NH:9][C:8]2[CH:14]=[C:15]([Cl:18])[CH:16]=[CH:17][C:7]=2[C:6]1=[O:19])=O.O. Product: [Cl:18][C:15]1[CH:16]=[CH:17][C:7]2[C:6](=[O:19])[CH2:5][CH:11]([CH3:12])[C:10](=[O:13])[NH:9][C:8]=2[CH:14]=1. The catalyst class is: 3. (2) Reactant: Cl[C:2]1[CH:7]=[CH:6][N:5]=[C:4]([NH:8][C:9]2[CH:10]=[N:11][N:12]([C:14]([CH3:18])([CH3:17])[CH2:15][OH:16])[CH:13]=2)[N:3]=1.[CH:19]1([C:22]2([C:28]#[N:29])[CH2:26][CH2:25][NH:24][C:23]2=[O:27])[CH2:21][CH2:20]1.C(=O)([O-])[O-].[Cs+].[Cs+].C1(P(C2C=CC=CC=2)C2C3OC4C(=CC=CC=4P(C4C=CC=CC=4)C4C=CC=CC=4)C(C)(C)C=3C=CC=2)C=CC=CC=1. Product: [CH:19]1([C:22]2([C:28]#[N:29])[CH2:26][CH2:25][N:24]([C:2]3[CH:7]=[CH:6][N:5]=[C:4]([NH:8][C:9]4[CH:10]=[N:11][N:12]([C:14]([CH3:18])([CH3:17])[CH2:15][OH:16])[CH:13]=4)[N:3]=3)[C:23]2=[O:27])[CH2:21][CH2:20]1. The catalyst class is: 101. (3) Reactant: [NH2:1][C@H:2]([C:5]1[N:14]([C:15]2[CH:20]=[CH:19][CH:18]=[CH:17][CH:16]=2)[C:13](=[O:21])[C:12]2[C:7](=[CH:8][CH:9]=[CH:10][C:11]=2[F:22])[N:6]=1)[CH2:3][CH3:4].Cl[C:24]1[CH:29]=[CH:28][N:27]=[C:26]2[NH:30][CH:31]=[CH:32][C:25]=12.C(N(C(C)C)CC)(C)C. Product: [NH:30]1[C:26]2=[N:27][CH:28]=[CH:29][C:24]([NH:1][C@H:2]([C:5]3[N:14]([C:15]4[CH:16]=[CH:17][CH:18]=[CH:19][CH:20]=4)[C:13](=[O:21])[C:12]4[C:7](=[CH:8][CH:9]=[CH:10][C:11]=4[F:22])[N:6]=3)[CH2:3][CH3:4])=[C:25]2[CH:32]=[CH:31]1. The catalyst class is: 218. (4) Reactant: [Cl:1][C:2]1[CH:7]=[CH:6][C:5]([CH2:8][C@@H:9]([NH:33][C:34](OC(C)(C)C)=[O:35])[C:10]([N:12]2[CH2:17][CH2:16][CH:15]([C:18]3[CH:23]=[CH:22][CH:21]=[CH:20][C:19]=3[N:24]([CH2:29][CH:30]3[CH2:32][CH2:31]3)[S:25]([CH3:28])(=[O:27])=[O:26])[CH2:14][CH2:13]2)=[O:11])=[CH:4][CH:3]=1.C(O)(C(F)(F)F)=O.C(Cl)CCl.C1C=CC2N(O)N=NC=2C=1.[C:62]([N:69]1[CH:72](C(O)=O)[CH2:71][CH2:70]1)([O:64][C:65]([CH3:68])([CH3:67])[CH3:66])=[O:63]. Product: [Cl:1][C:2]1[CH:7]=[CH:6][C:5]([CH2:8][C@@H:9]([NH:33][C:34]([CH:71]2[CH2:70][N:69]([C:62]([O:64][C:65]([CH3:66])([CH3:67])[CH3:68])=[O:63])[CH2:72]2)=[O:35])[C:10]([N:12]2[CH2:13][CH2:14][CH:15]([C:18]3[CH:23]=[CH:22][CH:21]=[CH:20][C:19]=3[N:24]([CH2:29][CH:30]3[CH2:32][CH2:31]3)[S:25]([CH3:28])(=[O:27])=[O:26])[CH2:16][CH2:17]2)=[O:11])=[CH:4][CH:3]=1. The catalyst class is: 168. (5) The catalyst class is: 1. Reactant: [C:1]([O:5][C:6]([N:8]1[C@H:12]([CH2:13]S(C2SC3C=CC=CC=3N=2)(=O)=O)[CH2:11][O:10][C:9]1([CH3:27])[CH3:26])=[O:7])([CH3:4])([CH3:3])[CH3:2].[Li+].C[Si]([N-][Si](C)(C)C)(C)C.[F:38][C:39]1[CH:46]=[CH:45][C:42]([CH:43]=O)=[CH:41][CH:40]=1. Product: [C:1]([O:5][C:6]([N:8]1[C@H:12](/[CH:13]=[CH:43]/[C:42]2[CH:45]=[CH:46][C:39]([F:38])=[CH:40][CH:41]=2)[CH2:11][O:10][C:9]1([CH3:26])[CH3:27])=[O:7])([CH3:2])([CH3:3])[CH3:4]. (6) Reactant: N1C=CC=CC=1C.Cl[S:9]([OH:12])(=[O:11])=[O:10].[C:13]1([C:19]2[N:20]=[CH:21][C:22]([N:31]([CH2:35][CH2:36][CH2:37][CH2:38][O:39][CH2:40][C:41]([NH2:43])=[O:42])[CH:32]([CH3:34])[CH3:33])=[N:23][C:24]=2[C:25]2[CH:30]=[CH:29][CH:28]=[CH:27][CH:26]=2)[CH:18]=[CH:17][CH:16]=[CH:15][CH:14]=1. Product: [C:13]1([C:19]2[N:20]=[CH:21][C:22]([N:31]([CH2:35][CH2:36][CH2:37][CH2:38][O:39][CH2:40][C:41]([NH:43][S:9](=[O:11])(=[O:10])[OH:12])=[O:42])[CH:32]([CH3:34])[CH3:33])=[N:23][C:24]=2[C:25]2[CH:30]=[CH:29][CH:28]=[CH:27][CH:26]=2)[CH:14]=[CH:15][CH:16]=[CH:17][CH:18]=1. The catalyst class is: 417. (7) Reactant: [Cl:1][C:2]1[CH:10]=[CH:9][CH:8]=[C:7]2[C:3]=1[C:4](=[O:12])[C:5](=[O:11])[NH:6]2.C(N=P1(N(CC)CC)N(C)CCCN1C)(C)(C)C.[Cl:31][C:32]1[CH:39]=[CH:38][CH:37]=[CH:36][C:33]=1[CH2:34]Br. Product: [Cl:1][C:2]1[CH:10]=[CH:9][CH:8]=[C:7]2[C:3]=1[C:4](=[O:12])[C:5](=[O:11])[N:6]2[CH2:34][C:33]1[CH:36]=[CH:37][CH:38]=[CH:39][C:32]=1[Cl:31]. The catalyst class is: 115. (8) Reactant: Br[CH:2]([C:4]1[N:13]([CH3:14])[C:12](=[O:15])[C:11]2[C:6](=[CH:7][CH:8]=[CH:9][CH:10]=2)[N:5]=1)[CH3:3].[NH2:16][CH:17]1[CH2:22][CH2:21][N:20]([C:23]([O:25][C:26]([CH3:29])([CH3:28])[CH3:27])=[O:24])[CH2:19][CH2:18]1.[I-].[K+].C(=O)([O-])[O-].[K+].[K+]. Product: [C:26]([O:25][C:23]([N:20]1[CH2:21][CH2:22][CH:17]([NH:16][CH:2]([C:4]2[N:13]([CH3:14])[C:12](=[O:15])[C:11]3[C:6](=[CH:7][CH:8]=[CH:9][CH:10]=3)[N:5]=2)[CH3:3])[CH2:18][CH2:19]1)=[O:24])([CH3:29])([CH3:27])[CH3:28]. The catalyst class is: 10. (9) Reactant: [CH2:1]([C:5]1[N:9]([C:10]2[N:15]=[C:14]([C:16]3[S:17][CH:18]=[CH:19][CH:20]=3)[C:13]([CH3:21])=[CH:12][N:11]=2)[N:8]=[CH:7][C:6]=1[CH2:22][NH2:23])[CH2:2][CH2:3][CH3:4].[CH3:24][N:25]1[C:29]([S:30](Cl)(=[O:32])=[O:31])=[CH:28][N:27]=[C:26]1[CH3:34].C(N(C(C)C)CC)(C)C. Product: [CH2:1]([C:5]1[N:9]([C:10]2[N:15]=[C:14]([C:16]3[S:17][CH:18]=[CH:19][CH:20]=3)[C:13]([CH3:21])=[CH:12][N:11]=2)[N:8]=[CH:7][C:6]=1[CH2:22][NH:23][S:30]([C:29]1[N:25]([CH3:24])[C:26]([CH3:34])=[N:27][CH:28]=1)(=[O:32])=[O:31])[CH2:2][CH2:3][CH3:4]. The catalyst class is: 4. (10) Reactant: [Cl:1][C:2]1[CH:10]=[C:9]2[C:5]([CH:6]=[CH:7][N:8]2[CH2:11][C:12]#[N:13])=[CH:4][CH:3]=1.[Cl-].Cl[C:16](=[N+:18]([CH3:20])[CH3:19])Cl.[OH2:21]. Product: [CH3:19][N:18]([CH3:20])[C:16]([C:6]1[C:5]2[C:9](=[CH:10][C:2]([Cl:1])=[CH:3][CH:4]=2)[N:8]([CH2:11][C:12]#[N:13])[CH:7]=1)=[O:21]. The catalyst class is: 10.